This data is from Catalyst prediction with 721,799 reactions and 888 catalyst types from USPTO. The task is: Predict which catalyst facilitates the given reaction. (1) Reactant: ClC(Cl)(Cl)[C:3]([C:5]1[N:14]2[C:8]([CH2:9][N:10]([C:19]([C:21]3[CH:26]=[CH:25][C:24]([C:27]4[CH:32]=[CH:31][CH:30]=[CH:29][C:28]=4[CH3:33])=[CH:23][C:22]=3[O:34][CH3:35])=[O:20])[C:11]3[CH:18]=[CH:17][CH:16]=[CH:15][C:12]=3[CH2:13]2)=[CH:7][CH:6]=1)=[O:4].C1C=CN2CC3C=CC=CC=3N(C(C3C=CC(C4C=CC=CC=4C)=CC=3OC)=[O:53])CC=12.C(N(CC)C(C)C)(C)C.ClC(Cl)(Cl)C(Cl)=O. Product: [CH3:35][O:34][C:22]1[CH:23]=[C:24]([C:27]2[CH:32]=[CH:31][CH:30]=[CH:29][C:28]=2[CH3:33])[CH:25]=[CH:26][C:21]=1[C:19]([N:10]1[C:11]2[CH:18]=[CH:17][CH:16]=[CH:15][C:12]=2[CH2:13][N:14]2[C:5]([C:3]([OH:4])=[O:53])=[CH:6][CH:7]=[C:8]2[CH2:9]1)=[O:20]. The catalyst class is: 4. (2) Reactant: O1CCO[CH:2]1[CH:6]1[C:11](=O)[CH2:10][CH2:9][N:8]([C:13]([O:15][C:16]([CH3:19])([CH3:18])[CH3:17])=[O:14])[CH2:7]1.[NH2:20][C:21]1[C:25]([C:26]([O:28][CH2:29][CH:30]=[CH2:31])=[O:27])=[C:24]([NH2:32])[NH:23][N:22]=1.[OH-].[K+]. Product: [NH2:32][C:24]1[C:25]([C:26]([O:28][CH2:29][CH:30]=[CH2:31])=[O:27])=[C:21]2[N:20]=[C:11]3[CH2:10][CH2:9][N:8]([C:13]([O:15][C:16]([CH3:17])([CH3:18])[CH3:19])=[O:14])[CH2:7][C:6]3=[CH:2][N:22]2[N:23]=1. The catalyst class is: 12. (3) Reactant: O[CH2:2][CH:3]1[CH2:6][CH:5]([C:7]([O:9][CH2:10][C:11]2[CH:16]=[CH:15][CH:14]=[CH:13][CH:12]=2)=[O:8])[CH2:4]1.CCN(S(F)(F)[F:23])CC.O. Product: [F:23][CH2:2][CH:3]1[CH2:6][CH:5]([C:7]([O:9][CH2:10][C:11]2[CH:16]=[CH:15][CH:14]=[CH:13][CH:12]=2)=[O:8])[CH2:4]1. The catalyst class is: 2. (4) The catalyst class is: 8. Reactant: C(OC(=O)[NH:7][C:8]1(/[CH:16]=[CH:17]/[C:18]2[CH:23]=[CH:22][C:21]([O:24][CH2:25][CH2:26][CH2:27][C:28]3[CH:33]=[CH:32][CH:31]=[CH:30][CH:29]=3)=[C:20]([C:34]([F:37])([F:36])[F:35])[CH:19]=2)[CH2:13][O:12]C(C)(C)[O:10][CH2:9]1)(C)(C)C.[ClH:39]. Product: [ClH:39].[NH2:7][C:8](/[CH:16]=[CH:17]/[C:18]1[CH:23]=[CH:22][C:21]([O:24][CH2:25][CH2:26][CH2:27][C:28]2[CH:33]=[CH:32][CH:31]=[CH:30][CH:29]=2)=[C:20]([C:34]([F:35])([F:36])[F:37])[CH:19]=1)([CH2:9][OH:10])[CH2:13][OH:12]. (5) Reactant: [CH3:1][C:2]1[CH:3]=[C:4]([NH:8][C:9](=O)[CH2:10][N:11]2[CH2:16][CH2:15][N:14]([C:17]3[CH:22]=[CH:21][CH:20]=[CH:19][N:18]=3)[CH2:13][C@@H:12]2[CH3:23])[CH:5]=[CH:6][CH:7]=1.COC1C=CC(P2(=S)SP(=S)(C3C=CC(OC)=CC=3)[S:34]2)=CC=1. Product: [CH3:1][C:2]1[CH:3]=[C:4]([NH:8][C:9](=[S:34])[CH2:10][N:11]2[CH2:16][CH2:15][N:14]([C:17]3[CH:22]=[CH:21][CH:20]=[CH:19][N:18]=3)[CH2:13][C@@H:12]2[CH3:23])[CH:5]=[CH:6][CH:7]=1. The catalyst class is: 11. (6) Reactant: [C:1]([O:5][C:6]([N:8]1[CH2:13][C@H:12]([CH2:14][N:15]2[CH2:19][CH2:18][CH2:17][C:16]2=[O:20])[N:11]([CH2:21][C:22]([O:24]CC2C=CC=CC=2)=[O:23])[CH2:10][C@H:9]1[CH3:32])=[O:7])([CH3:4])([CH3:3])[CH3:2]. Product: [C:1]([O:5][C:6]([N:8]1[CH2:13][C@H:12]([CH2:14][N:15]2[CH2:19][CH2:18][CH2:17][C:16]2=[O:20])[N:11]([CH2:21][C:22]([OH:24])=[O:23])[CH2:10][C@H:9]1[CH3:32])=[O:7])([CH3:4])([CH3:2])[CH3:3]. The catalyst class is: 99. (7) Reactant: [SH:1][C:2]1[CH:11]=[CH:10][CH:9]=[CH:8][C:3]=1[C:4]([O:6][CH3:7])=[O:5].I[CH:13]1[CH2:17][CH2:16][CH2:15][CH2:14]1.C(=O)([O-])[O-].[K+].[K+].O. Product: [CH:13]1([S:1][C:2]2[CH:11]=[CH:10][CH:9]=[CH:8][C:3]=2[C:4]([O:6][CH3:7])=[O:5])[CH2:17][CH2:16][CH2:15][CH2:14]1. The catalyst class is: 213.